From a dataset of Reaction yield outcomes from USPTO patents with 853,638 reactions. Predict the reaction yield, written as a fraction of the theoretical maximum amount of product (1.0 means a 100% yield; for example, 0.34 means a 34% yield). (1) The reactants are Cl[C:2]1[N:7]=[C:6]([C:8]#[N:9])[CH:5]=[CH:4][N:3]=1.[NH2:10][CH:11]([CH2:24][CH:25]1[CH2:30][CH2:29][CH2:28][CH2:27][CH2:26]1)[C:12]([NH:14][C:15]1([C:22]#[N:23])[CH2:20][CH2:19][N:18]([CH3:21])[CH2:17][CH2:16]1)=[O:13].C(N(CC)C(C)C)(C)C. The catalyst is C(#N)C. The product is [C:22]([C:15]1([NH:14][C:12](=[O:13])[CH:11]([NH:10][C:2]2[N:7]=[C:6]([C:8]#[N:9])[CH:5]=[CH:4][N:3]=2)[CH2:24][CH:25]2[CH2:26][CH2:27][CH2:28][CH2:29][CH2:30]2)[CH2:16][CH2:17][N:18]([CH3:21])[CH2:19][CH2:20]1)#[N:23]. The yield is 0.520. (2) The reactants are O.[NH2:2][NH2:3].[N:4]1([C:10]2[CH:15]=[CH:14][C:13]([NH:16][C:17](=[O:22])[C:18](OC)=[O:19])=[CH:12][CH:11]=2)[CH2:9][CH2:8][O:7][CH2:6][CH2:5]1. The catalyst is CO. The product is [NH:2]([C:18](=[O:19])[C:17]([NH:16][C:13]1[CH:14]=[CH:15][C:10]([N:4]2[CH2:9][CH2:8][O:7][CH2:6][CH2:5]2)=[CH:11][CH:12]=1)=[O:22])[NH2:3]. The yield is 0.940. (3) The reactants are [F:1][C:2]1[CH:3]=[C:4]([C@H:10]2[CH2:14][CH2:13][CH2:12][N:11]2[C:15]2[CH:20]=[CH:19][N:18]3[N:21]=[CH:22][C:23]([C:24]([OH:26])=[O:25])=[C:17]3[N:16]=2)[C:5]([O:8][CH3:9])=[N:6][CH:7]=1.CN(C(O[N:35]1[N:43]=[N:42][C:37]2[CH:38]=[CH:39][CH:40]=[N:41][C:36]1=2)=[N+](C)C)C.F[P-](F)(F)(F)(F)F.CCN(C(C)C)C(C)C.ClCCO. The catalyst is CN(C=O)C. The product is [F:1][C:2]1[CH:3]=[C:4]([C@H:10]2[CH2:14][CH2:13][CH2:12][N:11]2[C:15]2[CH:20]=[CH:19][N:18]3[N:21]=[CH:22][C:23]([C:24]([O:26][N:35]4[C:36]5=[N:41][CH:40]=[CH:39][CH:38]=[C:37]5[N:42]=[N:43]4)=[O:25])=[C:17]3[N:16]=2)[C:5]([O:8][CH3:9])=[N:6][CH:7]=1. The yield is 0.710. (4) The reactants are [CH3:1][N:2]([C:4](=[O:7])[CH2:5][CH3:6])[NH2:3].O=[C:9]([C:15]([O:17][CH2:18][CH3:19])=[O:16])[C:10]([O:12][CH2:13][CH3:14])=[O:11]. The catalyst is C1(C)C=CC=CC=1. The product is [CH3:1][N:2]([C:4](=[O:7])[CH2:5][CH3:6])[N:3]=[C:9]([C:10]([O:12][CH2:13][CH3:14])=[O:11])[C:15]([O:17][CH2:18][CH3:19])=[O:16]. The yield is 0.490. (5) The reactants are [CH2:1]([N:8]1[C:13](=[O:14])[N:12]([CH3:15])[C:11]2[CH:16]=[CH:17][C:18]([C:20]([OH:22])=[O:21])=[CH:19][C:10]=2[S:9]1(=[O:24])=[O:23])[C:2]1[CH:7]=[CH:6][CH:5]=[CH:4][CH:3]=1.C(Cl)(=O)C(Cl)=O.[CH2:31](O)[C:32]1[CH:37]=[CH:36][CH:35]=[CH:34][CH:33]=1.O. The product is [CH2:31]([O:21][C:20]([C:18]1[CH:17]=[CH:16][C:11]2[N:12]([CH3:15])[C:13](=[O:14])[N:8]([CH2:1][C:2]3[CH:3]=[CH:4][CH:5]=[CH:6][CH:7]=3)[S:9](=[O:24])(=[O:23])[C:10]=2[CH:19]=1)=[O:22])[C:32]1[CH:37]=[CH:36][CH:35]=[CH:34][CH:33]=1. The catalyst is ClCCl.CN(C=O)C.N1C=CC=CC=1. The yield is 0.330. (6) The reactants are [C:1]([O:5][C:6](=[O:15])[C:7]1[CH:12]=[CH:11][C:10](Br)=[CH:9][C:8]=1[CH3:14])([CH3:4])([CH3:3])[CH3:2].[Li]CCCC.[Cl:21][C:22]1[CH:23]=[C:24]([C:29]2([C:35]([F:38])([F:37])[F:36])[O:33][CH2:32][C:31](=[O:34])[CH2:30]2)[CH:25]=[C:26]([Cl:28])[CH:27]=1. The catalyst is O1CCCC1. The product is [C:1]([O:5][C:6](=[O:15])[C:7]1[CH:12]=[CH:11][C:10]([C:31]2([OH:34])[CH2:30][C:29]([C:24]3[CH:25]=[C:26]([Cl:28])[CH:27]=[C:22]([Cl:21])[CH:23]=3)([C:35]([F:37])([F:36])[F:38])[O:33][CH2:32]2)=[CH:9][C:8]=1[CH3:14])([CH3:4])([CH3:3])[CH3:2]. The yield is 0.170. (7) The reactants are [C:1]1([NH2:8])[CH:6]=[CH:5][CH:4]=[CH:3][C:2]=1N.[N:9]1C=CC=CC=1.[C:15]1([CH2:21][S:22](Cl)(=[O:24])=[O:23])[CH:20]=[CH:19][CH:18]=[CH:17][CH:16]=1. The catalyst is CC#N. The product is [NH2:9][C:5]1[CH:6]=[C:1]([NH:8][S:22]([CH2:21][C:15]2[CH:20]=[CH:19][CH:18]=[CH:17][CH:16]=2)(=[O:24])=[O:23])[CH:2]=[CH:3][CH:4]=1. The yield is 0.190. (8) The reactants are [Cl:1][CH2:2][CH2:3][CH2:4][CH2:5][C:6]#[C:7][CH:8](OCC)[O:9]CC.O. The catalyst is C1(C)C=CC(S(O)(=O)=O)=CC=1.O1CCCC1. The product is [Cl:1][CH2:2][CH2:3][CH2:4][CH2:5][C:6]#[C:7][CH:8]=[O:9]. The yield is 0.953.